From a dataset of Full USPTO retrosynthesis dataset with 1.9M reactions from patents (1976-2016). Predict the reactants needed to synthesize the given product. (1) Given the product [ClH:28].[CH2:35]([C:36]1[N:40]=[C:39]([CH:41]2[CH2:46][CH2:45][NH:44][CH2:43][CH2:42]2)[O:38][N:37]=1)[C:34]1[CH:33]=[CH:32][CH:31]=[CH:48][CH:47]=1, predict the reactants needed to synthesize it. The reactants are: ONC(=N)CC1C=CC=CC=1.C(OC(N1CCC(C(O)=O)CC1)=O)(C)(C)C.[ClH:28].CS[C:31]1[CH:48]=[CH:47][C:34]([CH2:35][C:36]2[N:40]=[C:39]([CH:41]3[CH2:46][CH2:45][NH:44][CH2:43][CH2:42]3)[O:38][N:37]=2)=[CH:33][CH:32]=1. (2) The reactants are: [NH:1]1[CH2:4][CH:3]([O:5][C:6]2[CH:21]=[CH:20][C:9]([CH2:10][N:11]3[CH2:16][CH2:15][C:14]([CH2:18][OH:19])([CH3:17])[CH2:13][CH2:12]3)=[C:8]([CH3:22])[CH:7]=2)[CH2:2]1.[C:23]1([C:29]2[O:33][C:32]([C:34](OCC)=[O:35])=[N:31][N:30]=2)[CH:28]=[CH:27][CH:26]=[CH:25][CH:24]=1.[C-]#N.[Na+]. Given the product [OH:19][CH2:18][C:14]1([CH3:17])[CH2:15][CH2:16][N:11]([CH2:10][C:9]2[CH:20]=[CH:21][C:6]([O:5][CH:3]3[CH2:4][N:1]([C:34]([C:32]4[O:33][C:29]([C:23]5[CH:24]=[CH:25][CH:26]=[CH:27][CH:28]=5)=[N:30][N:31]=4)=[O:35])[CH2:2]3)=[CH:7][C:8]=2[CH3:22])[CH2:12][CH2:13]1, predict the reactants needed to synthesize it. (3) Given the product [CH2:34]([N:41]1[C:49]2[C:44](=[CH:45][C:46]([NH:50][C:19]3[C:24]4=[C:25]([CH2:28][O:29][CH2:30][CH2:31][O:32][CH3:33])[CH:26]=[CH:27][N:23]4[N:22]=[CH:21][N:20]=3)=[CH:47][CH:48]=2)[CH:43]=[N:42]1)[C:35]1[CH:36]=[CH:37][CH:38]=[CH:39][CH:40]=1, predict the reactants needed to synthesize it. The reactants are: BrCC1C=CN2C=1C(Cl)=NC=N2.C([O-])(O)=O.[Na+].Cl[C:19]1[C:24]2=[C:25]([CH2:28][O:29][CH2:30][CH2:31][O:32][CH3:33])[CH:26]=[CH:27][N:23]2[N:22]=[CH:21][N:20]=1.[CH2:34]([N:41]1[C:49]2[C:44](=[CH:45][C:46]([NH2:50])=[CH:47][CH:48]=2)[CH:43]=[N:42]1)[C:35]1[CH:40]=[CH:39][CH:38]=[CH:37][CH:36]=1.FC1C=C(C=CC=1)CN1C2C(=CC(N)=CC=2)C=N1.C(Cl)C1C=CC=CC=1. (4) The reactants are: [Cl:1][C:2]1[N:7]=[C:6]([NH2:8])[C:5]([CH3:9])=[CH:4][N:3]=1.Br[C:11]1[CH:16]=[CH:15][C:14]([Cl:17])=[C:13]([C:18]([F:21])([F:20])[F:19])[CH:12]=1.CC1(C)C2C(=C(P(C3C=CC=CC=3)C3C=CC=CC=3)C=CC=2)OC2C(P(C3C=CC=CC=3)C3C=CC=CC=3)=CC=CC1=2.C(=O)([O-])[O-].[Cs+].[Cs+]. Given the product [Cl:1][C:2]1[N:7]=[C:6]([NH:8][C:11]2[CH:16]=[CH:15][C:14]([Cl:17])=[C:13]([C:18]([F:21])([F:20])[F:19])[CH:12]=2)[C:5]([CH3:9])=[CH:4][N:3]=1, predict the reactants needed to synthesize it. (5) Given the product [C:31]([O:35][C:36](=[O:48])[CH2:37][O:38][C:39]1[CH:44]=[CH:43][C:42]([Cl:45])=[CH:41][C:40]=1[C:46]#[C:47][C:60]1[CH:59]=[CH:58][C:57]2[C:53]3[CH:52]=[CH:51][CH:50]=[CH:64][C:54]=3[S:55](=[O:62])(=[O:63])[C:56]=2[CH:61]=1)([CH3:34])([CH3:33])[CH3:32], predict the reactants needed to synthesize it. The reactants are: C(OC(=O)COC1C=CC(C#N)=CC=1C#CC1C=C(S(C)(=O)=O)C=CC=1F)(C)(C)C.[C:31]([O:35][C:36](=[O:48])[CH2:37][O:38][C:39]1[CH:44]=[CH:43][C:42]([Cl:45])=[CH:41][C:40]=1[C:46]#[CH:47])([CH3:34])([CH3:33])[CH3:32].I[C:50]1[CH:51]=[CH:52][C:53]2[C:57]3[CH:58]=[CH:59][CH:60]=[CH:61][C:56]=3[S:55](=[O:63])(=[O:62])[C:54]=2[CH:64]=1. (6) Given the product [C:11]([C:5]1([NH:16][CH2:15][CH2:13][OH:14])[CH2:6][CH2:7][CH2:8][CH2:9][CH2:10]1)#[CH:12], predict the reactants needed to synthesize it. The reactants are: C(O[C:5]1([C:11]#[CH:12])[CH2:10][CH2:9][CH2:8][CH2:7][CH2:6]1)(=O)C.[CH2:13]([CH2:15][NH2:16])[OH:14].